This data is from Forward reaction prediction with 1.9M reactions from USPTO patents (1976-2016). The task is: Predict the product of the given reaction. (1) Given the reactants [F:1][C:2]([F:9])([F:8])[C:3]([O:5]CC)=O.[OH2:10].[NH2:11][CH2:12][CH2:13][CH2:14][N:15]([CH3:36])[CH2:16][CH2:17][CH2:18][NH:19][C:20]1[N:21]=[N+:22]([O-:35])[C:23]2[CH:29]=[C:28]([O:30][CH2:31][CH2:32][O:33][CH3:34])[CH:27]=[CH:26][C:24]=2[N:25]=1, predict the reaction product. The product is: [F:9][C:2]([F:1])([F:8])[C:3]([NH:11][CH2:12][CH2:13][CH2:14][N:15]([CH2:16][CH2:17][CH2:18][NH:19][C:20]1[N:21]=[N+:22]([O-:35])[C:23]2[CH:29]=[C:28]([O:30][CH2:31][CH2:32][O:33][CH3:34])[CH:27]=[CH:26][C:24]=2[N+:25]=1[O-:10])[CH3:36])=[O:5]. (2) The product is: [NH2:12][C:10]1[N:11]2[CH:15]=[C:16]([CH3:17])[N:1]=[C:2]2[C:3]([C:4]([O:6][CH3:7])=[O:5])=[CH:8][C:9]=1[Cl:13]. Given the reactants [NH2:1][C:2]1[N:11]=[C:10]([NH2:12])[C:9]([Cl:13])=[CH:8][C:3]=1[C:4]([O:6][CH3:7])=[O:5].Br[CH2:15][C:16](=O)[CH3:17].[I-].[Na+], predict the reaction product. (3) Given the reactants C(N(CC)CC)C.Cl.[NH2:9][CH2:10][C:11]1[CH:19]=[CH:18][CH:17]=[C:16]2[C:12]=1[CH2:13][N:14]([CH:21]1[CH2:26][CH2:25][C:24](=[O:27])[NH:23][C:22]1=[O:28])[C:15]2=[O:20].[Cl:29][CH2:30][C:31](Cl)=[O:32], predict the reaction product. The product is: [Cl:29][CH2:30][C:31]([NH:9][CH2:10][C:11]1[CH:19]=[CH:18][CH:17]=[C:16]2[C:12]=1[CH2:13][N:14]([CH:21]1[CH2:26][CH2:25][C:24](=[O:27])[NH:23][C:22]1=[O:28])[C:15]2=[O:20])=[O:32]. (4) Given the reactants [Cl:1][C:2]1[CH:3]=[C:4]([C:9]([F:16])([F:15])[C:10]([O:12]CC)=[O:11])[CH:5]=[CH:6][C:7]=1[CH3:8].O.[OH-].[Li+], predict the reaction product. The product is: [Cl:1][C:2]1[CH:3]=[C:4]([C:9]([F:15])([F:16])[C:10]([OH:12])=[O:11])[CH:5]=[CH:6][C:7]=1[CH3:8]. (5) Given the reactants [Br:1][C:2]1[CH:3]=[N:4][NH:5][CH:6]=1.Br[CH2:8][C:9]([O:11][C:12]([CH3:15])([CH3:14])[CH3:13])=[O:10], predict the reaction product. The product is: [C:12]([O:11][C:9](=[O:10])[CH2:8][N:4]1[CH:3]=[C:2]([Br:1])[CH:6]=[N:5]1)([CH3:15])([CH3:14])[CH3:13]. (6) Given the reactants [CH3:1][C:2]1[CH:3]=[N:4][C:5]([CH2:11][S+:12]([O-:24])[C:13]2[NH:14][C:15]3[CH:16]=[CH:17][C:18]([O:22][CH3:23])=[CH:19][C:20]=3[N:21]=2)=[C:6]([CH3:10])[C:7]=1[O:8][CH3:9].[CH:25]1[CH:30]=[C:29]2[CH:31]=[CH:32][C:33]([OH:46])=[C:34]([C:35]3[C:44]4[C:39](=[CH:40][CH:41]=[CH:42][CH:43]=4)[CH:38]=[CH:37][C:36]=3[OH:45])[C:28]2=[CH:27][CH:26]=1, predict the reaction product. The product is: [CH:41]1[CH:40]=[C:39]2[CH:38]=[CH:37][C:36]([OH:45])=[C:35]([C:34]3[C:28]4[C:29](=[CH:30][CH:25]=[CH:26][CH:27]=4)[CH:31]=[CH:32][C:33]=3[OH:46])[C:44]2=[CH:43][CH:42]=1.[CH3:1][C:2]1[C:7]([O:8][CH3:9])=[C:6]([CH3:10])[C:5]([CH2:11][S@@:12]([C:13]2[NH:21][C:20]3[CH:19]=[C:18]([O:22][CH3:23])[CH:17]=[CH:16][C:15]=3[N:14]=2)=[O:24])=[N:4][CH:3]=1.